This data is from Forward reaction prediction with 1.9M reactions from USPTO patents (1976-2016). The task is: Predict the product of the given reaction. (1) Given the reactants [C:1]([C:4]1[CH:5]=[CH:6][C:7]([NH:10][C:11](=[O:28])[CH:12]([NH:16][C:17](=[O:27])[CH2:18][C:19]2[CH:24]=[C:23]([F:25])[CH:22]=[C:21]([F:26])[CH:20]=2)[CH2:13][CH2:14][CH3:15])=[N:8][CH:9]=1)(=O)[CH3:2].[NH:29]1[CH2:33][CH2:32][CH2:31][CH2:30]1.C(O[BH-](OC(=O)C)OC(=O)C)(=O)C.[Na+].C([BH3-])#N.[Na+], predict the reaction product. The product is: [N:29]1([CH:1]([C:4]2[CH:5]=[CH:6][C:7]([NH:10][C:11](=[O:28])[CH:12]([NH:16][C:17](=[O:27])[CH2:18][C:19]3[CH:24]=[C:23]([F:25])[CH:22]=[C:21]([F:26])[CH:20]=3)[CH2:13][CH2:14][CH3:15])=[N:8][CH:9]=2)[CH3:2])[CH2:33][CH2:32][CH2:31][CH2:30]1. (2) The product is: [CH3:25][N:23]1[CH:24]=[C:20]([C:16]2[C:14]3[N:15]=[C:10]([O:6][CH:3]([CH2:4][CH3:5])[C:2]([F:8])([F:7])[F:1])[N:11]=[C:12]([OH:26])[C:13]=3[CH:19]=[CH:18][N:17]=2)[N:21]=[CH:22]1. Given the reactants [F:1][C:2]([F:8])([F:7])[CH:3]([OH:6])[CH2:4][CH3:5].Cl[C:10]1[N:11]=[C:12]([OH:26])[C:13]2[CH:19]=[CH:18][N:17]=[C:16]([C:20]3[N:21]=[CH:22][N:23]([CH3:25])[CH:24]=3)[C:14]=2[N:15]=1, predict the reaction product.